Dataset: Catalyst prediction with 721,799 reactions and 888 catalyst types from USPTO. Task: Predict which catalyst facilitates the given reaction. (1) Reactant: Br[C:2]1[N:6]2[CH2:7][CH2:8][N:9]([CH3:11])[CH2:10][C:5]2=[C:4]([C:12]([NH:14][C@@H:15]([C:20]([CH3:23])([CH3:22])[CH3:21])[C:16]([NH:18][CH3:19])=[O:17])=[O:13])[N:3]=1.CC(C)(C)[C@H](NC(C1N=C(C#CC2C=CC=CC=2)N2CCN(C)CC=12)=O)C(NC)=O.C[Si](Cl)(C)C.C([Mg]Cl)(C)C.[CH:64](=[O:71])[C:65]1[CH:70]=[CH:69][CH:68]=[CH:67][CH:66]=1. Product: [CH3:21][C:20]([CH3:23])([CH3:22])[C@H:15]([NH:14][C:12]([C:4]1[N:3]=[C:2]([CH:64]([OH:71])[C:65]2[CH:70]=[CH:69][CH:68]=[CH:67][CH:66]=2)[N:6]2[CH2:7][CH2:8][N:9]([CH3:11])[CH2:10][C:5]=12)=[O:13])[C:16]([NH:18][CH3:19])=[O:17]. The catalyst class is: 1. (2) Reactant: [Cl:1][C:2]1[CH:7]=[CH:6][N:5]2[N:8]=[C:9]([C:23]3[CH:28]=[CH:27][C:26]([F:29])=[CH:25][CH:24]=3)[C:10]([C:11]3[CH:16]=[CH:15][N:14]=[C:13]([NH:17][CH:18]4[CH2:22][CH2:21][CH2:20][CH2:19]4)[N:12]=3)=[C:4]2[CH:3]=1.C([Li])CCC.C(Cl)(Cl)(Cl)[Cl:36]. Product: [CH:18]1([NH:17][C:13]2[N:12]=[C:11]([C:10]3[C:9]([C:23]4[CH:24]=[CH:25][C:26]([F:29])=[CH:27][CH:28]=4)=[N:8][N:5]4[C:6]([Cl:36])=[CH:7][C:2]([Cl:1])=[CH:3][C:4]=34)[CH:16]=[CH:15][N:14]=2)[CH2:19][CH2:20][CH2:21][CH2:22]1. The catalyst class is: 7. (3) Reactant: [CH3:1][O:2][C:3]([C:5]1[CH:6]=[C:7]([CH:11]=[CH:12][CH:13]=1)[C:8](O)=[O:9])=[O:4].[CH3:14][S:15]([NH2:18])(=[O:17])=[O:16].CN(C(ON1N=NC2C=CC=NC1=2)=[N+](C)C)C.F[P-](F)(F)(F)(F)F.C(N(C(C)C)CC)(C)C.[Cl-].[NH4+]. Product: [CH3:14][S:15]([NH:18][C:8]([C:7]1[CH:6]=[C:5]([CH:13]=[CH:12][CH:11]=1)[C:3]([O:2][CH3:1])=[O:4])=[O:9])(=[O:17])=[O:16]. The catalyst class is: 2. (4) Reactant: C([O:8][N:9]1[CH2:13][CH2:12][N:11]([CH2:14][CH2:15][CH2:16][CH:17]([O:20][CH3:21])[O:18][CH3:19])[C:10]1=[O:22])C1C=CC=CC=1.C([O-])=O.[NH4+]. Product: [CH3:21][O:20][CH:17]([O:18][CH3:19])[CH2:16][CH2:15][CH2:14][N:11]1[CH2:12][CH2:13][N:9]([OH:8])[C:10]1=[O:22]. The catalyst class is: 50. (5) Reactant: [OH:1][CH2:2][CH2:3][CH2:4][C:5](=[O:7])[CH3:6].C(N(CC)CC)C.[CH3:15][S:16](Cl)(=[O:18])=[O:17]. The catalyst class is: 2. Product: [CH3:15][S:16]([O:1][CH2:2][CH2:3][CH2:4][C:5](=[O:7])[CH3:6])(=[O:18])=[O:17]. (6) Reactant: [CH2:1]([O:4][C:5]1[CH:19]=[CH:18][C:8]([CH2:9][S:10][CH2:11][CH2:12][N:13]2[CH:17]=[CH:16][N:15]=[N:14]2)=[CH:7][CH:6]=1)[CH:2]=[CH2:3].ClC1C=C(C(OO)=[O:28])C=CC=1. Product: [CH2:1]([O:4][C:5]1[CH:19]=[CH:18][C:8]([CH2:9][S:10]([CH2:11][CH2:12][N:13]2[CH:17]=[CH:16][N:15]=[N:14]2)=[O:28])=[CH:7][CH:6]=1)[CH:2]=[CH2:3]. The catalyst class is: 96. (7) Reactant: [F:1][C:2]1[CH:3]=[C:4]([CH:8]=[CH:9][C:10]=1[C:11]([F:14])([F:13])[F:12])[C:5]([OH:7])=O.[C:15]1([CH2:21][CH2:22][NH2:23])[CH:20]=[CH:19][CH:18]=[CH:17][CH:16]=1.C(N(CC)CC)C.Cl.C(N=C=NCCCN(C)C)C.ON1C2C=CC=CC=2N=N1.C(=O)(O)[O-].[Na+]. Product: [F:1][C:2]1[CH:3]=[C:4]([CH:8]=[CH:9][C:10]=1[C:11]([F:14])([F:13])[F:12])[C:5]([NH:23][CH2:22][CH2:21][C:15]1[CH:20]=[CH:19][CH:18]=[CH:17][CH:16]=1)=[O:7]. The catalyst class is: 59.